This data is from Forward reaction prediction with 1.9M reactions from USPTO patents (1976-2016). The task is: Predict the product of the given reaction. (1) Given the reactants C([O:8][C:9]1[CH:10]=[CH:11][C:12]2[O:16][C:15]([CH:17]=O)=[CH:14][C:13]=2[C:19]=1[C:20]([CH3:23])([CH3:22])[CH3:21])C1C=CC=CC=1.C(OCC)(=O)C.[H][H], predict the reaction product. The product is: [C:20]([C:19]1[C:13]2[CH:14]=[C:15]([CH3:17])[O:16][C:12]=2[CH:11]=[CH:10][C:9]=1[OH:8])([CH3:23])([CH3:22])[CH3:21]. (2) The product is: [OH:4][C:5]1[CH:14]=[C:13]2[C:8]([CH:9]=[C:10]([C:15]3[CH:20]=[CH:19][CH:18]=[C:17]([O:21][CH3:22])[CH:16]=3)[CH2:11][O:12]2)=[CH:7][CH:6]=1. Given the reactants C([O:4][C:5]1[CH:14]=[C:13]2[C:8]([CH:9]=[C:10]([C:15]3[CH:20]=[CH:19][CH:18]=[C:17]([O:21][CH3:22])[CH:16]=3)[CH2:11][O:12]2)=[CH:7][CH:6]=1)(=O)C.N1C=CN=C1.O1C2C(=CC=C(O)C=2)C=C(C2C=CC(O)=CC=2)C1, predict the reaction product. (3) Given the reactants [OH:1][C:2]1[C:9]([CH3:10])=[CH:8][C:5]([CH:6]=[O:7])=[CH:4][C:3]=1[CH3:11].C([O-])([O-])=O.[K+].[K+].Br[C:19]([CH3:26])([CH3:25])[C:20]([O:22][CH2:23][CH3:24])=[O:21], predict the reaction product. The product is: [CH:6]([C:5]1[CH:4]=[C:3]([CH3:11])[C:2]([O:1][C:19]([CH3:26])([CH3:25])[C:20]([O:22][CH2:23][CH3:24])=[O:21])=[C:9]([CH3:10])[CH:8]=1)=[O:7]. (4) Given the reactants Cl[C:2]1[N:7]=[C:6](Cl)[C:5]([F:9])=[CH:4][N:3]=1.[NH2:10][C:11]1[CH:20]=[C:19]2[C:14]([C:15](COC)=[CH:16][C:17](=[O:21])[O:18]2)=[CH:13][CH:12]=1, predict the reaction product. The product is: [O:18]1[C:19]2[C:14](=[CH:13][CH:12]=[C:11]([NH:10][C:2]3[N:7]=[C:6]([NH:10][C:11]4[CH:20]=[C:19]5[C:14]([CH:15]=[CH:16][C:17](=[O:21])[O:18]5)=[CH:13][CH:12]=4)[C:5]([F:9])=[CH:4][N:3]=3)[CH:20]=2)[CH:15]=[CH:16][C:17]1=[O:21]. (5) Given the reactants [CH3:1][O:2][C:3]1[CH:8]=[C:7](B2OC(C)(C)C(C)(C)O2)[CH:6]=[CH:5][C:4]=1[C:18]1[N:23]=[N:22][C:21]([N:24]([CH3:35])[CH:25]2[CH2:30][C:29]([CH3:32])([CH3:31])[NH:28][C:27]([CH3:34])([CH3:33])[CH2:26]2)=[CH:20][CH:19]=1.Br[C:37]1[N:41]2[CH2:42][CH2:43][NH:44][CH2:45][C:40]2=[N:39][CH:38]=1.C([O-])([O-])=O.[Na+].[Na+].COCCOC, predict the reaction product. The product is: [N:39]1[CH:38]=[C:37]([C:7]2[CH:6]=[CH:5][C:4]([C:18]3[N:23]=[N:22][C:21]([N:24]([CH3:35])[CH:25]4[CH2:30][C:29]([CH3:32])([CH3:31])[NH:28][C:27]([CH3:33])([CH3:34])[CH2:26]4)=[CH:20][CH:19]=3)=[C:3]([O:2][CH3:1])[CH:8]=2)[N:41]2[CH:42]=[CH:43][N:44]=[CH:45][C:40]=12. (6) The product is: [Br:24][C:22]1[CH:21]=[N:20][C:19]2[NH:25][C:4](=[O:3])[CH2:5][N:6]([CH2:7][CH2:8][CH2:9][N:10]3[CH2:15][CH2:14][N:13]([CH3:16])[CH2:12][CH2:11]3)[CH2:17][C:18]=2[CH:23]=1. Given the reactants C([O:3][C:4](=O)[CH2:5][N:6]([CH2:17][C:18]1[C:19]([NH2:25])=[N:20][CH:21]=[C:22]([Br:24])[CH:23]=1)[CH2:7][CH2:8][CH2:9][N:10]1[CH2:15][CH2:14][N:13]([CH3:16])[CH2:12][CH2:11]1)C.[H-].[Na+], predict the reaction product. (7) Given the reactants [C:1]([C:5]1[CH:9]=[C:8]([NH:10][C:11](=[O:19])OC2C=CC=CC=2)[N:7]([CH3:20])[N:6]=1)([CH3:4])([CH3:3])[CH3:2].Cl.Cl.[NH2:23][C:24]1[CH:29]=[CH:28][C:27]([NH:30][C:31](=[O:50])[C:32]2[CH:37]=[CH:36][C:35]([O:38][CH:39]3[CH2:44][C:43]([CH3:46])([CH3:45])[N:42]([CH3:47])[C:41]([CH3:49])([CH3:48])[CH2:40]3)=[CH:34][N:33]=2)=[CH:26][CH:25]=1.C(N(CC)CC)C, predict the reaction product. The product is: [C:1]([C:5]1[CH:9]=[C:8]([NH:10][C:11](=[O:19])[NH:23][C:24]2[CH:29]=[CH:28][C:27]([NH:30][C:31](=[O:50])[C:32]3[CH:37]=[CH:36][C:35]([O:38][CH:39]4[CH2:44][C:43]([CH3:45])([CH3:46])[N:42]([CH3:47])[C:41]([CH3:49])([CH3:48])[CH2:40]4)=[CH:34][N:33]=3)=[CH:26][CH:25]=2)[N:7]([CH3:20])[N:6]=1)([CH3:2])([CH3:3])[CH3:4]. (8) Given the reactants [O:1]([C:3]1[CH:9]=[CH:8][CH:7]=[CH:6][C:4]=1N)[CH3:2].N([O-])=O.[Na+].[CH:14]([CH:16]=[CH2:17])=[O:15].[O-2].[Ca+2].[ClH:20], predict the reaction product. The product is: [Cl:20][CH:16]([CH2:17][C:4]1[CH:6]=[CH:7][CH:8]=[CH:9][C:3]=1[O:1][CH3:2])[CH:14]=[O:15]. (9) Given the reactants C(OC([N:8]1C(C(O)=O)C[C:15]2[CH:14]=[C:13]3OC[C@H](C4C=CC(OCC5C=CC(Cl)=C(Cl)C=5)=CC=4)O[C:12]3=[CH:11][C:10]=2[CH2:9]1)=O)(C)(C)C.[C:41]([O:45][C:46]([N:48]1[CH:57]([C:58](=[O:68])[NH:59][C@H:60]([C:64]([O:66][CH3:67])=[O:65])[CH2:61][C:62]#[CH:63])[CH2:56][C:55]2[CH:54]=[C:53]3[O:69][CH2:70][C@H:71]([C:73]4[CH:78]=[CH:77][C:76]([O:79][CH2:80][C:81]5[CH:86]=[CH:85][C:84]([Cl:87])=[C:83]([Cl:88])[CH:82]=5)=[CH:75][CH:74]=4)[O:72][C:52]3=[CH:51][C:50]=2[CH2:49]1)=[O:47])([CH3:44])([CH3:43])[CH3:42].IC1C=CC(C#N)=CC=1, predict the reaction product. The product is: [C:41]([O:45][C:46]([N:48]1[CH:57]([C:58](=[O:68])[NH:59][C@H:60]([C:64]([O:66][CH3:67])=[O:65])[CH2:61][C:62]#[C:63][C:13]2[CH:12]=[CH:11][C:10]([C:9]#[N:8])=[CH:15][CH:14]=2)[CH2:56][C:55]2[CH:54]=[C:53]3[O:69][CH2:70][C@H:71]([C:73]4[CH:74]=[CH:75][C:76]([O:79][CH2:80][C:81]5[CH:86]=[CH:85][C:84]([Cl:87])=[C:83]([Cl:88])[CH:82]=5)=[CH:77][CH:78]=4)[O:72][C:52]3=[CH:51][C:50]=2[CH2:49]1)=[O:47])([CH3:44])([CH3:42])[CH3:43]. (10) The product is: [Si:26]([O:33][CH2:34][CH2:35][O:36][C:37]1[CH:38]=[C:39]([F:46])[C:40]([CH2:44][S:23][C:14]2[N:15]([C:16]3[CH:21]=[CH:20][C:19]([F:22])=[CH:18][CH:17]=3)[C:11]([C:8]([C:5]3[CH:6]=[CH:7][C:2]([Cl:1])=[C:3]([O:24][CH3:25])[CH:4]=3)([CH3:10])[CH3:9])=[CH:12][N:13]=2)=[C:41]([F:43])[CH:42]=1)([C:29]([CH3:32])([CH3:31])[CH3:30])([CH3:28])[CH3:27]. Given the reactants [Cl:1][C:2]1[CH:7]=[CH:6][C:5]([C:8]([C:11]2[N:15]([C:16]3[CH:21]=[CH:20][C:19]([F:22])=[CH:18][CH:17]=3)[C:14]([SH:23])=[N:13][CH:12]=2)([CH3:10])[CH3:9])=[CH:4][C:3]=1[O:24][CH3:25].[Si:26]([O:33][CH2:34][CH2:35][O:36][C:37]1[CH:42]=[C:41]([F:43])[C:40]([CH2:44]O)=[C:39]([F:46])[CH:38]=1)([C:29]([CH3:32])([CH3:31])[CH3:30])([CH3:28])[CH3:27].C1(P(C2C=CC=CC=2)C2C=CC=CC=2)C=CC=CC=1.CC(OC(/N=N/C(OC(C)C)=O)=O)C, predict the reaction product.